From a dataset of Catalyst prediction with 721,799 reactions and 888 catalyst types from USPTO. Predict which catalyst facilitates the given reaction. (1) Reactant: [N:1]([CH2:4][C:5]1[C:13]2[N:12]=[C:11]([CH2:14][N:15]3[C:19]4[CH:20]=[CH:21][CH:22]=[CH:23][C:18]=4[N:17]([CH:24]([CH3:26])[CH3:25])[C:16]3=[O:27])[N:10]([CH2:28][CH2:29][CH:30]([CH3:32])[CH3:31])[C:9]=2[CH:8]=[CH:7][CH:6]=1)=[N+]=[N-]. Product: [NH2:1][CH2:4][C:5]1[C:13]2[N:12]=[C:11]([CH2:14][N:15]3[C:19]4[CH:20]=[CH:21][CH:22]=[CH:23][C:18]=4[N:17]([CH:24]([CH3:25])[CH3:26])[C:16]3=[O:27])[N:10]([CH2:28][CH2:29][CH:30]([CH3:32])[CH3:31])[C:9]=2[CH:8]=[CH:7][CH:6]=1. The catalyst class is: 19. (2) Reactant: [CH2:1]([O:8][C:9]([NH:11][C@H:12]1[CH2:15][C@@H:14]([C:16]([OH:18])=O)[C:13]1([CH3:20])[CH3:19])=[O:10])[C:2]1[CH:7]=[CH:6][CH:5]=[CH:4][CH:3]=1.[CH2:21]([N:23]1[CH2:28][CH2:27][NH:26][CH2:25][CH2:24]1)[CH3:22].C1C=CC2N(O)N=NC=2C=1.CCN=C=NCCCN(C)C. Product: [CH2:21]([N:23]1[CH2:28][CH2:27][N:26]([C:16]([C@@H:14]2[CH2:15][C@H:12]([NH:11][C:9](=[O:10])[O:8][CH2:1][C:2]3[CH:3]=[CH:4][CH:5]=[CH:6][CH:7]=3)[C:13]2([CH3:20])[CH3:19])=[O:18])[CH2:25][CH2:24]1)[CH3:22]. The catalyst class is: 4. (3) Reactant: C(=O)([O-])[O-].[Cs+].[Cs+].[CH3:7][C:8]1[CH:9]=[C:10]([OH:17])[CH:11]=[CH:12][C:13]=1[N+:14]([O-:16])=[O:15].CS(O[CH:23]1[CH2:28][CH2:27][N:26]([C:29]([O:31][C:32]([CH3:35])([CH3:34])[CH3:33])=[O:30])[CH2:25][CH2:24]1)(=O)=O. Product: [CH3:7][C:8]1[CH:9]=[C:10]([CH:11]=[CH:12][C:13]=1[N+:14]([O-:16])=[O:15])[O:17][CH:23]1[CH2:28][CH2:27][N:26]([C:29]([O:31][C:32]([CH3:35])([CH3:34])[CH3:33])=[O:30])[CH2:25][CH2:24]1. The catalyst class is: 44.